From a dataset of Full USPTO retrosynthesis dataset with 1.9M reactions from patents (1976-2016). Predict the reactants needed to synthesize the given product. (1) Given the product [CH3:1][O:2][C:3]1([O:11][CH3:12])[CH2:6][CH:5]([CH2:7][OH:8])[CH2:4]1, predict the reactants needed to synthesize it. The reactants are: [CH3:1][O:2][C:3]1([O:11][CH3:12])[CH2:6][CH:5]([C:7](OC)=[O:8])[CH2:4]1.[H-].[Al+3].[Li+].[H-].[H-].[H-]. (2) The reactants are: N12CCCN=C1CCCCC2.[F:12][C:13]([F:27])([F:26])[C:14]1[N:19]=[CH:18][N:17]=[C:16]([C:20]2[NH:21][O:22][C:23](=[O:25])[N:24]=2)[CH:15]=1.[N:28]1([C:33](Cl)=[O:34])[CH2:32][CH2:31][CH2:30][CH2:29]1. Given the product [N:28]1([C:33]([N:24]2[C:23](=[O:25])[O:22][N:21]=[C:20]2[C:16]2[CH:15]=[C:14]([C:13]([F:26])([F:12])[F:27])[N:19]=[CH:18][N:17]=2)=[O:34])[CH2:32][CH2:31][CH2:30][CH2:29]1, predict the reactants needed to synthesize it. (3) Given the product [F:24][C:5]1[C:6]([C:8]2[N:13]=[C:12]([O:14][CH2:15][C:16]3([C:22]#[N:23])[CH2:21][CH2:20][O:19][CH2:18][CH2:17]3)[CH:11]=[N:10][CH:9]=2)=[CH:7][C:2]([NH:37][C@H:34]2[CH2:33][CH2:32][C@H:31]([NH:30][C@H:28]([CH3:29])[CH2:27][O:26][CH3:25])[CH2:36][CH2:35]2)=[N:3][CH:4]=1, predict the reactants needed to synthesize it. The reactants are: F[C:2]1[CH:7]=[C:6]([C:8]2[N:13]=[C:12]([O:14][CH2:15][C:16]3([C:22]#[N:23])[CH2:21][CH2:20][O:19][CH2:18][CH2:17]3)[CH:11]=[N:10][CH:9]=2)[C:5]([F:24])=[CH:4][N:3]=1.[CH3:25][O:26][CH2:27][C@H:28]([NH:30][C@H:31]1[CH2:36][CH2:35][C@H:34]([NH2:37])[CH2:33][CH2:32]1)[CH3:29]. (4) Given the product [C:26]([O:25][C:23](=[O:24])[CH2:22][N:6]1[CH2:7][CH2:8][C:3]2([CH:1]([C:9]([N:11]3[CH2:16][CH2:15][N:14]([CH:17]4[CH2:18][CH2:19][CH2:20]4)[CH2:13][CH2:12]3)=[O:10])[CH2:2]2)[CH2:4][CH2:5]1)([CH3:29])([CH3:28])[CH3:27], predict the reactants needed to synthesize it. The reactants are: [CH:1]1([C:9]([N:11]2[CH2:16][CH2:15][N:14]([CH:17]3[CH2:20][CH2:19][CH2:18]3)[CH2:13][CH2:12]2)=[O:10])[C:3]2([CH2:8][CH2:7][NH:6][CH2:5][CH2:4]2)[CH2:2]1.Br[CH2:22][C:23]([O:25][C:26]([CH3:29])([CH3:28])[CH3:27])=[O:24]. (5) Given the product [CH3:8][C:5]1[N:6]=[CH:7][C:2]([C:17]2[CH:7]=[N:6][C:5]([CH3:4])=[CH:18][CH:16]=2)=[CH:3][CH:4]=1, predict the reactants needed to synthesize it. The reactants are: Br[C:2]1[CH:3]=[CH:4][C:5]([CH3:8])=[N:6][CH:7]=1.C([O-])([O-])=O.[K+].[K+].O.[CH:16](O)([CH3:18])[CH3:17]. (6) Given the product [O:15]1[CH:4]2[CH:5]1[C:6](=[O:12])[CH:7]1[CH:2]([C:3]2=[O:13])[CH:1]2[CH2:11][CH:8]1[CH:9]=[CH:10]2, predict the reactants needed to synthesize it. The reactants are: [CH:1]12[CH2:11][CH:8]([CH:9]=[CH:10]1)[CH:7]1[CH:2]2[C:3](=[O:13])[CH:4]=[CH:5][C:6]1=[O:12].C([O-])(O)=[O:15].[Na+].OO.O.